From a dataset of Forward reaction prediction with 1.9M reactions from USPTO patents (1976-2016). Predict the product of the given reaction. (1) Given the reactants O[CH2:2][C:3]1[CH:12]=[N:11][C:10]2[N:9]3[CH2:13][CH2:14][CH2:15][C@H:8]3[C:7](=[O:16])[NH:6][C:5]=2[CH:4]=1.[CH3:17][C:18]1[CH:19]=[C:20]([CH:23]=[CH:24][C:25]=1[N:26]1[CH2:31][CH2:30][NH:29][CH2:28][CH2:27]1)[C:21]#[N:22].[I-].C(C[P+](C)(C)C)#N.C(N(CC)C(C)C)(C)C, predict the reaction product. The product is: [CH3:17][C:18]1[CH:19]=[C:20]([CH:23]=[CH:24][C:25]=1[N:26]1[CH2:27][CH2:28][N:29]([CH2:2][C:3]2[CH:12]=[N:11][C:10]3[N:9]4[CH2:13][CH2:14][CH2:15][C@H:8]4[C:7](=[O:16])[NH:6][C:5]=3[CH:4]=2)[CH2:30][CH2:31]1)[C:21]#[N:22]. (2) Given the reactants Br[C:2]1[CH:3]=[C:4]2[C:8](=[CH:9][CH:10]=1)[NH:7][N:6]=[C:5]2[CH2:11][CH2:12][CH3:13].[Li]C(C)(C)C.[C:19](=[O:21])=[O:20], predict the reaction product. The product is: [CH2:11]([C:5]1[C:4]2[C:8](=[CH:9][CH:10]=[C:2]([C:19]([OH:21])=[O:20])[CH:3]=2)[NH:7][N:6]=1)[CH2:12][CH3:13].